Dataset: Catalyst prediction with 721,799 reactions and 888 catalyst types from USPTO. Task: Predict which catalyst facilitates the given reaction. (1) Reactant: [CH2:1]([O:8][C:9]1[CH:10]=[C:11]([OH:35])[C:12]2[C:13](=[O:34])[C:14]3[C:19]([O:20][C:21]=2[C:22]=1[CH2:23][CH:24]=[CH2:25])=[C:18]([O:26][CH2:27][C:28]1[CH:33]=[CH:32][CH:31]=[CH:30][CH:29]=1)[CH:17]=[CH:16][CH:15]=3)[C:2]1[CH:7]=[CH:6][CH:5]=[CH:4][CH:3]=1.[H-].[Na+].[CH3:38]I.CO. Product: [CH2:1]([O:8][C:9]1[CH:10]=[C:11]([O:35][CH3:38])[C:12]2[C:13](=[O:34])[C:14]3[C:19]([O:20][C:21]=2[C:22]=1[CH2:23][CH:24]=[CH2:25])=[C:18]([O:26][CH2:27][C:28]1[CH:29]=[CH:30][CH:31]=[CH:32][CH:33]=1)[CH:17]=[CH:16][CH:15]=3)[C:2]1[CH:7]=[CH:6][CH:5]=[CH:4][CH:3]=1. The catalyst class is: 3. (2) Reactant: [N:1]([CH2:4][C@@H:5]1[CH2:14][C:13]2[C:8](=[CH:9][CH:10]=[CH:11][CH:12]=2)[CH2:7][N:6]1[C:15]([C:17]1[CH:22]=[C:21]([C:23](=[O:47])[NH:24][S:25]([C:28]2[CH:37]=[CH:36][C:35]3[C:30](=[C:31]([O:38][CH2:39][CH2:40][N:41]4[CH2:46][CH2:45][O:44][CH2:43][CH2:42]4)[CH:32]=[CH:33][CH:34]=3)[CH:29]=2)(=[O:27])=[O:26])[CH:20]=[CH:19][C:18]=1[N:48]1[C:52]([CH3:53])=[C:51]([Cl:54])[C:50]([C:55]([N:57]([CH2:62][CH2:63][CH2:64][CH3:65])[CH2:58][CH2:59][CH2:60][CH3:61])=[O:56])=[N:49]1)=[O:16])=[N+]=[N-].C1C=CC(P(C2C=CC=CC=2)C2C=CC=CC=2)=CC=1.[OH-].[Na+].Cl. Product: [NH2:1][CH2:4][C@@H:5]1[CH2:14][C:13]2[C:8](=[CH:9][CH:10]=[CH:11][CH:12]=2)[CH2:7][N:6]1[C:15]([C:17]1[CH:22]=[C:21]([C:23](=[O:47])[NH:24][S:25]([C:28]2[CH:37]=[CH:36][C:35]3[C:30](=[C:31]([O:38][CH2:39][CH2:40][N:41]4[CH2:42][CH2:43][O:44][CH2:45][CH2:46]4)[CH:32]=[CH:33][CH:34]=3)[CH:29]=2)(=[O:27])=[O:26])[CH:20]=[CH:19][C:18]=1[N:48]1[C:52]([CH3:53])=[C:51]([Cl:54])[C:50]([C:55]([N:57]([CH2:62][CH2:63][CH2:64][CH3:65])[CH2:58][CH2:59][CH2:60][CH3:61])=[O:56])=[N:49]1)=[O:16]. The catalyst class is: 20. (3) Reactant: [O-]CC.[Na+].Cl.[CH3:6][N:7]1[CH2:12][CH2:11][CH:10]([CH2:13][CH2:14][CH2:15][NH:16][C:17]([NH2:19])=[NH:18])[CH2:9][CH2:8]1.[C:20]([C:23](=[CH:26]OCC)[C:24]#[N:25])(=O)[CH3:21]. Product: [CH3:21][C:20]1[C:23]([C:24]#[N:25])=[CH:26][N:19]=[C:17]([NH:16][CH2:15][CH2:14][CH2:13][CH:10]2[CH2:9][CH2:8][N:7]([CH3:6])[CH2:12][CH2:11]2)[N:18]=1. The catalyst class is: 8. (4) The catalyst class is: 12. Reactant: C(=[N:14][C:15]1[CH:20]=[C:19]([C:21]([C:23]2[C:31]3[C:30](Cl)=[N:29][CH:28]=[N:27][C:26]=3[N:25]([CH:33]([CH3:35])[CH3:34])[CH:24]=2)=[O:22])[CH:18]=[C:17]([O:36][CH3:37])[N:16]=1)(C1C=CC=CC=1)C1C=CC=CC=1.[OH-].[NH4+:39]. Product: [NH2:39][C:30]1[C:31]2[C:23]([C:21]([C:19]3[CH:18]=[C:17]([O:36][CH3:37])[N:16]=[C:15]([NH2:14])[CH:20]=3)=[O:22])=[CH:24][N:25]([CH:33]([CH3:34])[CH3:35])[C:26]=2[N:27]=[CH:28][N:29]=1. (5) Reactant: [Si]([O:8][CH:9]1[CH2:14][CH2:13][CH:12]([N:15]2[C:23]3[CH:22]=[CH:21][N:20]=[C:19]([O:24]C)[C:18]=3[C:17]([C:26]3[CH:31]=[CH:30][C:29]([S:32]([NH2:35])(=[O:34])=[O:33])=[CH:28][CH:27]=3)=[N:16]2)[CH2:11][CH2:10]1)(C(C)(C)C)(C)C.[I-].[Na+].Cl[Si](C)(C)C.C(=O)([O-])O.[Na+]. Product: [OH:8][CH:9]1[CH2:14][CH2:13][CH:12]([N:15]2[C:23]3[CH:22]=[CH:21][NH:20][C:19](=[O:24])[C:18]=3[C:17]([C:26]3[CH:31]=[CH:30][C:29]([S:32]([NH2:35])(=[O:34])=[O:33])=[CH:28][CH:27]=3)=[N:16]2)[CH2:11][CH2:10]1. The catalyst class is: 10. (6) Reactant: I.[NH2:2][C:3]1[C:4]([C:11]([NH:13][C:14](=[NH:17])SC)=[O:12])=[N:5][C:6]([Cl:10])=[C:7]([NH2:9])[N:8]=1.Br.[OH:19][C:20]1[CH:25]=[CH:24][C:23]([CH2:26][CH2:27][CH2:28][CH2:29][NH2:30])=[CH:22][CH:21]=1. Product: [ClH:10].[OH:19][C:20]1[CH:21]=[CH:22][C:23]([CH2:26][CH2:27][CH2:28][CH2:29][NH:30][C:14]([NH:13][C:11]([C:4]2[C:3]([NH2:2])=[N:8][C:7]([NH2:9])=[C:6]([Cl:10])[N:5]=2)=[O:12])=[NH:17])=[CH:24][CH:25]=1. The catalyst class is: 531.